From a dataset of Reaction yield outcomes from USPTO patents with 853,638 reactions. Predict the reaction yield, written as a fraction of the theoretical maximum amount of product (1.0 means a 100% yield; for example, 0.34 means a 34% yield). The reactants are [H-].[Na+].[CH2:3]([O:10][C:11]1[CH:12]=[C:13]2[C:18](=[CH:19][C:20]=1[O:21][CH3:22])[CH2:17][N:16]([CH2:23][C:24]1[CH:29]=[CH:28][CH:27]=[C:26]([OH:30])[CH:25]=1)[CH2:15][CH2:14]2)[C:4]1[CH:9]=[CH:8][CH:7]=[CH:6][CH:5]=1.I[CH:32]([CH3:34])[CH3:33]. The catalyst is C1COCC1. The product is [CH2:3]([O:10][C:11]1[CH:12]=[C:13]2[C:18](=[CH:19][C:20]=1[O:21][CH3:22])[CH2:17][N:16]([CH2:23][C:24]1[CH:29]=[CH:28][CH:27]=[C:26]([O:30][CH:32]([CH3:34])[CH3:33])[CH:25]=1)[CH2:15][CH2:14]2)[C:4]1[CH:9]=[CH:8][CH:7]=[CH:6][CH:5]=1. The yield is 0.770.